This data is from Reaction yield outcomes from USPTO patents with 853,638 reactions. The task is: Predict the reaction yield, written as a fraction of the theoretical maximum amount of product (1.0 means a 100% yield; for example, 0.34 means a 34% yield). (1) The reactants are [OH:1][C:2]1[CH:9]=[CH:8][C:5]([CH:6]=O)=[C:4]([O:10][CH3:11])[CH:3]=1.C(O)(=O)[CH2:13][C:14]([OH:16])=[O:15].N1CCCCC1.Cl. The catalyst is N1C=CC=CC=1. The product is [OH:1][C:2]1[CH:9]=[CH:8][C:5](/[CH:6]=[CH:13]/[C:14]([OH:16])=[O:15])=[C:4]([O:10][CH3:11])[CH:3]=1. The yield is 0.550. (2) The reactants are [C:1]([OH:12])(=[O:11])[C:2]1[CH:10]=[CH:9][C:6]([O:7][CH3:8])=[C:4]([OH:5])[CH:3]=1.C(N(C(C)C)CC)(C)C.[CH3:22][O:23][CH2:24]Cl. The catalyst is ClCCl. The product is [CH3:22][O:23][CH2:24][O:5][C:4]1[CH:3]=[C:2]([CH:10]=[CH:9][C:6]=1[O:7][CH3:8])[C:1]([OH:12])=[O:11]. The yield is 0.760. (3) The reactants are [OH:1][N:2]=[C:3]([C:5]1[C:14]([OH:15])=[C:13]2[C:8]([CH:9]=[CH:10][CH:11]=[N:12]2)=[CH:7][N:6]=1)[NH2:4].[F:16][C:17]1[CH:22]=[CH:21][C:20]([CH2:23][C:24]([Cl:26])=O)=[CH:19][CH:18]=1. The catalyst is O1CCOCC1. The product is [ClH:26].[F:16][C:17]1[CH:22]=[CH:21][C:20]([CH2:23][C:24]2[O:1][N:2]=[C:3]([C:5]3[C:14]([OH:15])=[C:13]4[C:8]([CH:9]=[CH:10][CH:11]=[N:12]4)=[CH:7][N:6]=3)[N:4]=2)=[CH:19][CH:18]=1. The yield is 0.150.